Dataset: Reaction yield outcomes from USPTO patents with 853,638 reactions. Task: Predict the reaction yield, written as a fraction of the theoretical maximum amount of product (1.0 means a 100% yield; for example, 0.34 means a 34% yield). (1) The reactants are [OH-].[Na+].[CH2:3]([C:5]([S:22][CH2:23][CH2:24][CH2:25][CH2:26]/[CH:27]=[CH:28]\[CH2:29]/[CH:30]=[CH:31]\[CH2:32]/[CH:33]=[CH:34]\[CH2:35]/[CH:36]=[CH:37]\[CH2:38]/[CH:39]=[CH:40]\[CH2:41][CH3:42])([CH2:20][CH3:21])[C:6]([NH:8][C:9]1[CH:10]=[CH:11][C:12]([OH:19])=[C:13]([CH:18]=1)[C:14]([O:16]C)=[O:15])=[O:7])[CH3:4].Cl. The catalyst is CO. The product is [CH2:3]([C:5]([S:22][CH2:23][CH2:24][CH2:25][CH2:26]/[CH:27]=[CH:28]\[CH2:29]/[CH:30]=[CH:31]\[CH2:32]/[CH:33]=[CH:34]\[CH2:35]/[CH:36]=[CH:37]\[CH2:38]/[CH:39]=[CH:40]\[CH2:41][CH3:42])([CH2:20][CH3:21])[C:6]([NH:8][C:9]1[CH:10]=[CH:11][C:12]([OH:19])=[C:13]([CH:18]=1)[C:14]([OH:16])=[O:15])=[O:7])[CH3:4]. The yield is 0.330. (2) The reactants are [N+:1]([C:4]1[CH:12]=[CH:11][C:7]([C:8](Cl)=[O:9])=[CH:6][CH:5]=1)([O-:3])=[O:2].[Cl:13][C:14]1[CH:20]=[C:19]([C:21]([F:30])([C:26]([F:29])([F:28])[F:27])[C:22]([F:25])([F:24])[F:23])[CH:18]=[C:17]([Cl:31])[C:15]=1[NH2:16]. The catalyst is N1C=CC=CC=1.O. The product is [Cl:13][C:14]1[CH:20]=[C:19]([C:21]([F:30])([C:26]([F:27])([F:28])[F:29])[C:22]([F:25])([F:24])[F:23])[CH:18]=[C:17]([Cl:31])[C:15]=1[NH:16][C:8](=[O:9])[C:7]1[CH:11]=[CH:12][C:4]([N+:1]([O-:3])=[O:2])=[CH:5][CH:6]=1. The yield is 0.834. (3) The reactants are [N+:1]([C:4]1[CH:11]=[CH:10][C:7]([CH:8]=[O:9])=[CH:6][CH:5]=1)([O-:3])=[O:2].C(O[CH2:16][CH:17]=[CH2:18])(=O)C.O.CCN(CC)CC.CC1C(C)=C(C)C(C)=C(C)C=1C. The catalyst is O1CCOCC1. The product is [N+:1]([C:4]1[CH:5]=[CH:6][C:7]([CH:8]([OH:9])[CH2:18][CH:17]=[CH2:16])=[CH:10][CH:11]=1)([O-:3])=[O:2]. The yield is 0.820. (4) The catalyst is O1CCCC1.Cl[Ni]1(Cl)[P](C2C=CC=CC=2)(C2C=CC=CC=2)CCC[P]1(C1C=CC=CC=1)C1C=CC=CC=1. The reactants are [CH:1]1([Mg]Br)[CH2:3][CH2:2]1.Br[C:7]1[C:16]2[C:11](=[CH:12][CH:13]=[CH:14][CH:15]=2)[CH:10]=[CH:9][CH:8]=1. The yield is 0.760. The product is [CH:1]1([C:15]2[C:16]3[C:11](=[CH:10][CH:9]=[CH:8][CH:7]=3)[CH:12]=[CH:13][CH:14]=2)[CH2:3][CH2:2]1. (5) The catalyst is C1COCC1.CO.O. The reactants are C[O:2][C:3]([C:5]1[S:6][C:7]([C:24]2[CH:29]=[CH:28][CH:27]=[CH:26][CH:25]=2)=[CH:8][C:9]=1[N:10]([CH:21]1[CH2:23][CH2:22]1)[C:11](=[O:20])[C:12]1[CH:17]=[CH:16][C:15]([Cl:18])=[CH:14][C:13]=1[Cl:19])=[O:4].[Li+].[OH-]. The yield is 0.270. The product is [CH:21]1([N:10]([C:11](=[O:20])[C:12]2[CH:17]=[CH:16][C:15]([Cl:18])=[CH:14][C:13]=2[Cl:19])[C:9]2[CH:8]=[C:7]([C:24]3[CH:29]=[CH:28][CH:27]=[CH:26][CH:25]=3)[S:6][C:5]=2[C:3]([OH:4])=[O:2])[CH2:23][CH2:22]1. (6) The reactants are [CH2:1]1[C:10]2[C:5](=[CH:6][CH:7]=[CH:8][CH:9]=2)[CH2:4][CH2:3][N:2]1[CH2:11][CH2:12][CH2:13][CH2:14][O:15][C:16]1[CH:17]=[CH:18][C:19]2[CH2:25][CH2:24][NH:23][C:22](=[O:26])[NH:21][C:20]=2[N:27]=1.[F:28]C1C=C2C(=CC=1)CNCC2. No catalyst specified. The product is [F:28][C:7]1[CH:6]=[C:5]2[C:10](=[CH:9][CH:8]=1)[CH2:1][N:2]([CH2:11][CH2:12][CH2:13][CH2:14][O:15][C:16]1[CH:17]=[CH:18][C:19]3[CH2:25][CH2:24][NH:23][C:22](=[O:26])[NH:21][C:20]=3[N:27]=1)[CH2:3][CH2:4]2. The yield is 0.530.